This data is from NCI-60 drug combinations with 297,098 pairs across 59 cell lines. The task is: Regression. Given two drug SMILES strings and cell line genomic features, predict the synergy score measuring deviation from expected non-interaction effect. (1) Drug 1: CCC1=C2CN3C(=CC4=C(C3=O)COC(=O)C4(CC)O)C2=NC5=C1C=C(C=C5)O. Drug 2: CC12CCC3C(C1CCC2OP(=O)(O)O)CCC4=C3C=CC(=C4)OC(=O)N(CCCl)CCCl.[Na+]. Cell line: MDA-MB-435. Synergy scores: CSS=41.3, Synergy_ZIP=-8.90, Synergy_Bliss=-3.93, Synergy_Loewe=-1.11, Synergy_HSA=1.42. (2) Drug 1: CC1OCC2C(O1)C(C(C(O2)OC3C4COC(=O)C4C(C5=CC6=C(C=C35)OCO6)C7=CC(=C(C(=C7)OC)O)OC)O)O. Drug 2: CC1=CC=C(C=C1)C2=CC(=NN2C3=CC=C(C=C3)S(=O)(=O)N)C(F)(F)F. Cell line: SW-620. Synergy scores: CSS=35.8, Synergy_ZIP=1.40, Synergy_Bliss=1.89, Synergy_Loewe=-6.00, Synergy_HSA=2.20. (3) Drug 1: C1CCC(C1)C(CC#N)N2C=C(C=N2)C3=C4C=CNC4=NC=N3. Drug 2: CC(C)CN1C=NC2=C1C3=CC=CC=C3N=C2N. Cell line: OVCAR-5. Synergy scores: CSS=-6.07, Synergy_ZIP=2.20, Synergy_Bliss=-3.67, Synergy_Loewe=-6.70, Synergy_HSA=-7.95.